Dataset: Drug-target binding data from BindingDB using IC50 measurements. Task: Regression. Given a target protein amino acid sequence and a drug SMILES string, predict the binding affinity score between them. We predict pIC50 (pIC50 = -log10(IC50 in M); higher means more potent). Dataset: bindingdb_ic50. (1) The target protein sequence is NYNDDAIQVLEGLDAVRKRPGMYIGSTDGAGLHHLVWEIVDNAVDEALSGFGDRIDVTINKDGSLTVQDHGRGMPTGMHAMGIPTVEVIFTILHAGGKFGQGGYKTSGGLHGVGSSVVNLSSSWLEVEITRDGAIYKQRFENGGKPVTTLKKIGTAPKSKTGTKVTFMPDAGIFSTTDFKYNTISERLNESAFLLKNVTLSLTDKRTDESVEFHYENGVQDFVSYLNEDKETLTPVLYFEGEDNGFQVEVALQYNDGFSDNILSFVNNVRTKDGGTHETGLKSAITKVMNDYARKTGLLKEKDKNLEGSDYREGLAAVLSILVPEEHLQFEGQTKDKLGSPLARPVVDGIVADKLTFFLMENGELASNLIRKAIKARDAREAARKARDESRNGKKNKKDKGLLSGKLTPAQSKNPAKNELYLVEGDSAGGSAKQGRDRKFQAILPLRGKVINTAKAKMADILKNEEINTMIYTIGAGVGADFSIEDANYDKIIIMTDADT.... The pIC50 is 6.6. The compound is CCNC(=O)Nc1cn2c(-c3ncc(CC)cn3)cc(-c3cccnc3)cc2n1. (2) The pIC50 is 4.1. The target protein (P28327) has sequence MDFGSLETVVANSAFIAARGSFDASSGPASRDRKYLARLKLPPLSKCEALRESLDLGFEGMCLEQPIGKRLFQQFLRTHEQHGPALQLWKDIEDYDTADDALRPQKAQALRAAYLEPQAQLFCSFLDAETVARARAGAGDGLFQPLLRAVLAHLGQAPFQEFLDSLYFLRFLQWKWLEAQPMGEDWFLDFRVLGRGGFGEVFACQMKATGKLYACKKLNKKRLKKRKGYQGAMVEKKILAKVHSRFIVSLAYAFETKTDLCLVMTIMNGGDIRYHIYNVDEDNPGFQEPRAIFYTAQIVSGLEHLHQRNIIYRDLKPENVLLDDDGNVRISDLGLAVELKAGQTKTKGYAGTPGFMAPELLLGEEYDFSVDYFALGVTLYEMIAARGPFRARGEKVENKELKQRVLEQAVTYPDKFSPASKDFCEALLQKDPEKRLGFRDGSCDGLRTHPLFRDISWRQLEAGMLTPPFVPDSRTVYAKNIQDVGAFSTVKGVAFEKADT.... The compound is O=C(NCc1ccn[nH]1)c1cc([C@@H]2CCNC[C@H]2COc2ccc3c(c2)OCO3)ccc1F. (3) The small molecule is CN(C)[C@@H]1CCCN(c2ccc(C(F)(F)F)cc2NC(=O)c2cc(C#Cc3cnc(N)nc3)ccc2F)C1. The target protein sequence is LKLVERLGAGQFGEVWMGYYNGHTKVAVKSLKQGSMSPDAFLAEANLMKQLQHQRLVRLYAVVTQEPIYIITEYMENGSLVDFLKTPSGIKLTINKLLDMAAQIAEGMAFIEERNYIHRDLRAANILVSDTLSCKIADFGLARLIEDNEYTAREGAKFPIKWTAPEAINYGTFTIKSDVWSFGILLTEIVTHGRIPYPGMTNPEVIQNLERGYRMVRPDNCPEELYQLMRLCWKERPEDRPTFDYLRSVLEDFF. The pIC50 is 6.1.